Task: Predict the product of the given reaction.. Dataset: Forward reaction prediction with 1.9M reactions from USPTO patents (1976-2016) (1) Given the reactants FC(F)(F)S(O[C:7]1[CH:12]=[CH:11][C:10]([Cl:13])=[CH:9][C:8]=1[C:14]1[CH:19]=[CH:18][N:17]=[CH:16][CH:15]=1)(=O)=O.CC1(C)C(C)(C)OB([C:30]2[CH:47]=[CH:46][C:33]([O:34][CH2:35][C:36]3[CH:45]=[CH:44][C:43]4[C:38](=[CH:39][CH:40]=[CH:41][CH:42]=4)[N:37]=3)=[CH:32][CH:31]=2)O1.C([O-])([O-])=O.[Na+].[Na+], predict the reaction product. The product is: [Cl:13][C:10]1[CH:11]=[CH:12][C:7]([C:30]2[CH:31]=[CH:32][C:33]([O:34][CH2:35][C:36]3[CH:45]=[CH:44][C:43]4[C:38](=[CH:39][CH:40]=[CH:41][CH:42]=4)[N:37]=3)=[CH:46][CH:47]=2)=[C:8]([C:14]2[CH:19]=[CH:18][N:17]=[CH:16][CH:15]=2)[CH:9]=1. (2) Given the reactants Cl.[CH3:2][O:3][C:4](=[O:29])[CH:5]([CH2:22][CH:23]1[CH2:28][CH2:27][NH:26][CH2:25][CH2:24]1)[NH:6][C:7](=[O:21])[CH2:8][N:9]([S:11]([C:14]1[CH:19]=[CH:18][C:17]([CH3:20])=[CH:16][CH:15]=1)(=[O:13])=[O:12])[CH3:10].C(N(CC)CC)C.[C:37](O[C:37]([O:39][C:40]([CH3:43])([CH3:42])[CH3:41])=[O:38])([O:39][C:40]([CH3:43])([CH3:42])[CH3:41])=[O:38], predict the reaction product. The product is: [CH3:2][O:3][C:4](=[O:29])[CH:5]([CH2:22][CH:23]1[CH2:28][CH2:27][N:26]([C:37]([O:39][C:40]([CH3:43])([CH3:42])[CH3:41])=[O:38])[CH2:25][CH2:24]1)[NH:6][C:7](=[O:21])[CH2:8][N:9]([S:11]([C:14]1[CH:19]=[CH:18][C:17]([CH3:20])=[CH:16][CH:15]=1)(=[O:13])=[O:12])[CH3:10]. (3) Given the reactants [Cl:1][C:2]1[CH:7]=[CH:6][C:5]([C:8]([C:11]2[N:15]([C:16]3[CH:21]=[CH:20][C:19]([F:22])=[CH:18][CH:17]=3)[C:14]([S:23][CH2:24][C:25]3[C:35]([F:36])=[CH:34][C:28]([O:29][CH2:30][CH2:31][CH2:32]O)=[CH:27][C:26]=3[F:37])=[N:13][CH:12]=2)([CH3:10])[CH3:9])=[CH:4][C:3]=1[O:38][CH3:39].[C:40]([O:44][C:45]([NH:47][C:48]([NH:50][C:51]([O:53][C:54]([CH3:57])([CH3:56])[CH3:55])=[O:52])=[NH:49])=[O:46])([CH3:43])([CH3:42])[CH3:41].C1C=CC(P(C2C=CC=CC=2)C2C=CC=CC=2)=CC=1.CC(OC(/N=N/C(OC(C)C)=O)=O)C, predict the reaction product. The product is: [C:54]([O:53][C:51](=[O:52])[N:50]=[C:48]([NH:47][C:45]([O:44][C:40]([CH3:43])([CH3:42])[CH3:41])=[O:46])[NH:49][CH2:32][CH2:31][CH2:30][O:29][C:28]1[CH:34]=[C:35]([F:36])[C:25]([CH2:24][S:23][C:14]2[N:15]([C:16]3[CH:17]=[CH:18][C:19]([F:22])=[CH:20][CH:21]=3)[C:11]([C:8]([C:5]3[CH:6]=[CH:7][C:2]([Cl:1])=[C:3]([O:38][CH3:39])[CH:4]=3)([CH3:9])[CH3:10])=[CH:12][N:13]=2)=[C:26]([F:37])[CH:27]=1)([CH3:57])([CH3:56])[CH3:55]. (4) Given the reactants Cl.[NH2:2][CH2:3][CH2:4][CH2:5][N:6]1[C:10]([C:11]2[CH:16]=[CH:15][C:14]([Br:17])=[CH:13][CH:12]=2)=[CH:9][S:8][C:7]1=[N:18][C:19]1[CH:24]=[CH:23][CH:22]=[CH:21][CH:20]=1.C(N(CC)CC)C.[C:32](OC(=O)C)(=[O:34])[CH3:33].C(=O)([O-])O.[Na+], predict the reaction product. The product is: [Br:17][C:14]1[CH:15]=[CH:16][C:11]([C:10]2[N:6]([CH2:5][CH2:4][CH2:3][NH:2][C:32](=[O:34])[CH3:33])[C:7](=[N:18][C:19]3[CH:24]=[CH:23][CH:22]=[CH:21][CH:20]=3)[S:8][CH:9]=2)=[CH:12][CH:13]=1. (5) The product is: [CH2:1]([C:3]1([C:20]2[CH:25]=[CH:24][CH:23]=[CH:22][CH:21]=2)[C:12]2[C:7](=[CH:8][CH:9]=[C:10]([Cl:13])[CH:11]=2)[N:6]([CH2:20][C:3]2[CH:12]=[CH:31][N:29]=[CH:28][CH:1]=2)[C:5](=[O:14])[N:4]1[CH2:15][C:16]([F:17])([F:18])[F:19])[CH3:2]. Given the reactants [CH2:1]([C:3]1([C:20]2[CH:25]=[CH:24][CH:23]=[CH:22][CH:21]=2)[C:12]2[C:7](=[CH:8][CH:9]=[C:10]([Cl:13])[CH:11]=2)[NH:6][C:5](=[O:14])[N:4]1[CH2:15][C:16]([F:19])([F:18])[F:17])[CH3:2].[H-].[Na+].[CH3:28][N:29]([CH:31]=O)C, predict the reaction product. (6) Given the reactants C[O:2][C:3]1[CH:8]=[CH:7][C:6]([CH:9]=[CH:10][C:11]2[CH:16]=[CH:15][C:14]([N:17]([C:25]3[CH:30]=[CH:29][C:28]([CH3:31])=[CH:27][CH:26]=3)[C:18]3[CH:23]=[CH:22][C:21]([CH3:24])=[CH:20][CH:19]=3)=[CH:13][CH:12]=2)=[CH:5][CH:4]=1.C([S-])C.[Na+].O.Cl, predict the reaction product. The product is: [OH:2][C:3]1[CH:8]=[CH:7][C:6]([CH:9]=[CH:10][C:11]2[CH:16]=[CH:15][C:14]([N:17]([C:25]3[CH:26]=[CH:27][C:28]([CH3:31])=[CH:29][CH:30]=3)[C:18]3[CH:23]=[CH:22][C:21]([CH3:24])=[CH:20][CH:19]=3)=[CH:13][CH:12]=2)=[CH:5][CH:4]=1.